This data is from Forward reaction prediction with 1.9M reactions from USPTO patents (1976-2016). The task is: Predict the product of the given reaction. Given the reactants [F:1][C:2]([F:16])([F:15])[C:3]1[CH:4]=[C:5]([CH:8]=[C:9]([C:11]([F:14])([F:13])[F:12])[CH:10]=1)[CH:6]=O.C(O)(=O)C.C(O[BH-](OC(=O)C)OC(=O)C)(=O)C.[Na+].[CH:35]([O:38][C:39]([N:41]1[C:50]2[C:45](=[CH:46][C:47]([C:51]([F:54])([F:53])[F:52])=[CH:48][CH:49]=2)[C@@H:44]([NH2:55])[CH2:43][C@H:42]1[CH2:56][CH3:57])=[O:40])([CH3:37])[CH3:36], predict the reaction product. The product is: [CH:35]([O:38][C:39]([N:41]1[C:50]2[C:45](=[CH:46][C:47]([C:51]([F:52])([F:53])[F:54])=[CH:48][CH:49]=2)[C@@H:44]([NH:55][CH2:6][C:5]2[CH:4]=[C:3]([C:2]([F:16])([F:15])[F:1])[CH:10]=[C:9]([C:11]([F:14])([F:13])[F:12])[CH:8]=2)[CH2:43][C@H:42]1[CH2:56][CH3:57])=[O:40])([CH3:37])[CH3:36].